This data is from Forward reaction prediction with 1.9M reactions from USPTO patents (1976-2016). The task is: Predict the product of the given reaction. (1) Given the reactants C1(/C=[CH:8]/[C:9]2[N:10]=[CH:11][C:12]3[O:13][CH2:14][C:15](=[O:19])[NH:16][C:17]=3[N:18]=2)C=CC=CC=1.I([O-])(=O)(=O)=[O:21].[Na+], predict the reaction product. The product is: [O:19]=[C:15]1[CH2:14][O:13][C:12]2[CH:11]=[N:10][C:9]([CH:8]=[O:21])=[N:18][C:17]=2[NH:16]1. (2) Given the reactants Br[C:2]1[CH:3]=[CH:4][C:5]([O:11][CH:12](C)C)=[C:6]([CH2:8][C:9]#[N:10])[CH:7]=1.IC.[Br:17]C1C=CC(C)=C(O)C=1, predict the reaction product. The product is: [Br:17][C:3]1[CH:2]=[CH:7][C:6]([CH2:8][C:9]#[N:10])=[C:5]([O:11][CH3:12])[CH:4]=1. (3) Given the reactants [F:1][C:2]1[CH:38]=[CH:37][C:5]([CH2:6][N:7]2[C:19](=[O:20])[C:18]3[C:17]([O:21][Si](C(C)C)(C(C)C)C(C)C)=[C:16]4[C:11]([CH:12]=[CH:13][CH:14]=[N:15]4)=[C:10]([NH:32][S:33]([CH3:36])(=[O:35])=[O:34])[C:9]=3[CH2:8]2)=[CH:4][CH:3]=1.[OH-].[K+].[CH3:41]OS(OC)(=O)=O.C(O)(C(F)(F)F)=O, predict the reaction product. The product is: [F:1][C:2]1[CH:3]=[CH:4][C:5]([CH2:6][N:7]2[C:19](=[O:20])[C:18]3[C:17]([OH:21])=[C:16]4[C:11]([CH:12]=[CH:13][CH:14]=[N:15]4)=[C:10]([N:32]([CH3:41])[S:33]([CH3:36])(=[O:34])=[O:35])[C:9]=3[CH2:8]2)=[CH:37][CH:38]=1. (4) Given the reactants [Cl:1][C:2]1[CH:3]=[CH:4][C:5]2[N:6]([C:8]([C:11]3[S:19][C:18]4[C:17]([OH:20])=[CH:16][N:15]=[CH:14][C:13]=4[CH:12]=3)=[CH:9][N:10]=2)[N:7]=1.[CH3:21]CN(C(C)C)C(C)C.[Si](C=[N+]=[N-])(C)(C)C, predict the reaction product. The product is: [Cl:1][C:2]1[CH:3]=[CH:4][C:5]2[N:6]([C:8]([C:11]3[S:19][C:18]4[C:17]([O:20][CH3:21])=[CH:16][N:15]=[CH:14][C:13]=4[CH:12]=3)=[CH:9][N:10]=2)[N:7]=1. (5) Given the reactants [F:1][C:2]1[CH:3]=[C:4]([CH:26]=[C:27]([C:29]2[CH:34]=[CH:33][N:32]=[CH:31][CH:30]=2)[CH:28]=1)/[CH:5]=[CH:6]/[C:7]1[CH:12]=[CH:11][C:10]([N:13]2[CH2:18][CH2:17][N:16]([S:19]([C:22]([F:25])([F:24])[F:23])(=[O:21])=[O:20])[CH2:15][CH2:14]2)=[CH:9][CH:8]=1, predict the reaction product. The product is: [F:1][C:2]1[CH:3]=[C:4]([CH:26]=[C:27]([C:29]2[CH:30]=[CH:31][N:32]=[CH:33][CH:34]=2)[CH:28]=1)[CH2:5][CH2:6][C:7]1[CH:8]=[CH:9][C:10]([N:13]2[CH2:18][CH2:17][N:16]([S:19]([C:22]([F:23])([F:24])[F:25])(=[O:20])=[O:21])[CH2:15][CH2:14]2)=[CH:11][CH:12]=1. (6) Given the reactants [CH2:1]([C:3]1[CH:4]=[C:5]([C:11]2[CH:12]=[C:13]3[C:17](=[CH:18][CH:19]=2)[C:16](=[O:20])[CH2:15][CH2:14]3)[CH:6]=[CH:7][C:8]=1[O:9]C)[CH3:2].B(Br)(Br)Br.O, predict the reaction product. The product is: [CH2:1]([C:3]1[CH:4]=[C:5]([C:11]2[CH:12]=[C:13]3[C:17](=[CH:18][CH:19]=2)[C:16](=[O:20])[CH2:15][CH2:14]3)[CH:6]=[CH:7][C:8]=1[OH:9])[CH3:2]. (7) The product is: [Cl:1][C:2]1[CH:21]=[CH:20][C:5]([C:6]([N:8]2[CH2:14][C:13]3[CH:15]=[CH:16][CH:17]=[CH:18][C:12]=3[N:11]([CH2:25][C:26]([O:28][C:29]([CH3:32])([CH3:31])[CH3:30])=[O:27])[C:10](=[O:19])[CH2:9]2)=[O:7])=[CH:4][CH:3]=1. Given the reactants [Cl:1][C:2]1[CH:21]=[CH:20][C:5]([C:6]([N:8]2[CH2:14][C:13]3[CH:15]=[CH:16][CH:17]=[CH:18][C:12]=3[NH:11][C:10](=[O:19])[CH2:9]2)=[O:7])=[CH:4][CH:3]=1.[H-].[Na+].Br[CH2:25][C:26]([O:28][C:29]([CH3:32])([CH3:31])[CH3:30])=[O:27].C(OCC)(=O)C, predict the reaction product. (8) The product is: [CH2:22]([O:21][C:20]1[NH:12][C:10]2=[N:11][C:6]([C:2]3[O:1][CH:5]=[CH:4][CH:3]=3)=[C:7]([C:14]3[CH:19]=[CH:18][N:17]=[CH:16][N:15]=3)[CH:8]=[C:9]2[N:13]=1)[CH3:23]. Given the reactants [O:1]1[CH:5]=[CH:4][CH:3]=[C:2]1[C:6]1[N:11]=[C:10]([NH2:12])[C:9]([NH2:13])=[CH:8][C:7]=1[C:14]1[CH:19]=[CH:18][N:17]=[CH:16][N:15]=1.[C:20](OCC)(OCC)(OCC)[O:21][CH2:22][CH3:23], predict the reaction product. (9) Given the reactants [C:1]([O:5][C:6](=[O:40])[C:7]1[CH:12]=[CH:11][CH:10]=[C:9]([C:13]2[CH:14]=[C:15]3[C:21]([C:22]4[CH:27]=[CH:26][CH:25]=[CH:24][C:23]=4[O:28][CH3:29])=[CH:20][N:19](S(C4C=CC(C)=CC=4)(=O)=O)[C:16]3=[N:17][CH:18]=2)[CH:8]=1)([CH3:4])([CH3:3])[CH3:2].CO.CC(C)=O.[OH-].[K+], predict the reaction product. The product is: [C:1]([O:5][C:6](=[O:40])[C:7]1[CH:12]=[CH:11][CH:10]=[C:9]([C:13]2[CH:14]=[C:15]3[C:21]([C:22]4[CH:27]=[CH:26][CH:25]=[CH:24][C:23]=4[O:28][CH3:29])=[CH:20][NH:19][C:16]3=[N:17][CH:18]=2)[CH:8]=1)([CH3:4])([CH3:3])[CH3:2].